Dataset: Catalyst prediction with 721,799 reactions and 888 catalyst types from USPTO. Task: Predict which catalyst facilitates the given reaction. (1) Reactant: [ClH:1].Cl.[Br:3][C:4]1[CH:5]=[C:6]([O:22][C:23]2[CH:28]=[CH:27][CH:26]=[CH:25][CH:24]=2)[C:7]([NH:10][C:11]2[S:12][CH:13]=[C:14]([CH:16]3[CH2:21][CH2:20][NH:19][CH2:18][CH2:17]3)[N:15]=2)=[N:8][CH:9]=1.C=O.[BH-](OC(C)=O)(OC(C)=O)O[C:33](C)=O.[Na+].C([O-])(O)=O.[Na+].Cl. Product: [ClH:1].[ClH:1].[Br:3][C:4]1[CH:5]=[C:6]([O:22][C:23]2[CH:28]=[CH:27][CH:26]=[CH:25][CH:24]=2)[C:7]([NH:10][C:11]2[S:12][CH:13]=[C:14]([CH:16]3[CH2:21][CH2:20][N:19]([CH3:33])[CH2:18][CH2:17]3)[N:15]=2)=[N:8][CH:9]=1. The catalyst class is: 344. (2) Reactant: [OH:1][C:2]1[CH:7]=[CH:6][C:5]([C:8]2[CH:9]=[C:10]3[C:15](=[CH:16][CH:17]=2)[N:14]=[C:13]([C:18]([O:20][CH3:21])=[O:19])[CH:12]=[CH:11]3)=[CH:4][CH:3]=1.C1(P(C2C=CC=CC=2)C2C=CC=CC=2)C=CC=CC=1.[Cl:41][C:42]1[CH:47]=[CH:46][CH:45]=[C:44]([Cl:48])[C:43]=1[C:49]1[C:53]([CH2:54]O)=[C:52]([C@H:56]([CH3:59])[CH2:57][CH3:58])[O:51][N:50]=1.N(C(OC(C)C)=O)=NC(OC(C)C)=O. Product: [Cl:48][C:44]1[CH:45]=[CH:46][CH:47]=[C:42]([Cl:41])[C:43]=1[C:49]1[C:53]([CH2:54][O:1][C:2]2[CH:7]=[CH:6][C:5]([C:8]3[CH:9]=[C:10]4[C:15](=[CH:16][CH:17]=3)[N:14]=[C:13]([C:18]([O:20][CH3:21])=[O:19])[CH:12]=[CH:11]4)=[CH:4][CH:3]=2)=[C:52]([C@H:56]([CH3:59])[CH2:57][CH3:58])[O:51][N:50]=1. The catalyst class is: 4. (3) Reactant: [F:1][C:2]1([F:17])[CH2:5][CH:4]([NH:6][C:7]2[N:15]=[CH:14][C:13]([F:16])=[CH:12][C:8]=2[C:9]([OH:11])=O)[CH2:3]1.CCN=C=NCCCN(C)C.C1C=CC2N(O)N=NC=2C=1.CCN(C(C)C)C(C)C.Cl.[NH2:49][C:50]([CH3:55])([CH2:53][CH3:54])[C:51]#[CH:52]. Product: [F:17][C:2]1([F:1])[CH2:3][CH:4]([NH:6][C:7]2[N:15]=[CH:14][C:13]([F:16])=[CH:12][C:8]=2[C:9]([NH:49][C:50]([CH3:55])([CH2:53][CH3:54])[C:51]#[CH:52])=[O:11])[CH2:5]1. The catalyst class is: 2. (4) Reactant: C(OC([N:11]1[C:15]([CH3:16])=[C:14]([CH2:17][C:18]2[CH:23]=[CH:22][C:21]([O:24][CH:25]([CH3:27])[CH3:26])=[CH:20][CH:19]=2)[C:13]([O:28][C@@H:29]2[O:37][C@H:36]([C:38](=C=O)[O:39]OCC)[C@@H:34]([OH:35])[C@H:32]([OH:33])[C@H:30]2[OH:31])=[N:12]1)=O)C1C=CC=CC=1. Product: [CH2:13]([O:28][C:29]([O:39][CH2:38][C@H:36]1[O:37][C@@H:29]([O:28][C:13]2[C:14]([CH2:17][C:18]3[CH:19]=[CH:20][C:21]([O:24][CH:25]([CH3:27])[CH3:26])=[CH:22][CH:23]=3)=[C:15]([CH3:16])[NH:11][N:12]=2)[C@H:30]([OH:31])[C@@H:32]([OH:33])[C@@H:34]1[OH:35])=[O:37])[CH3:14]. The catalyst class is: 457. (5) Reactant: [NH2:1][C:2]1[C:10]([CH3:11])=[CH:9][C:8]([Cl:12])=[CH:7][C:3]=1[C:4]([OH:6])=[O:5].Cl[C:14](OC(Cl)(Cl)Cl)=[O:15]. Product: [Cl:12][C:8]1[CH:9]=[C:10]([CH3:11])[C:2]2[NH:1][C:14](=[O:15])[O:5][C:4](=[O:6])[C:3]=2[CH:7]=1. The catalyst class is: 12. (6) Reactant: Br[C:2]1[CH:3]=[C:4]([CH:25]=[CH:26][N:27]=1)[C:5]([NH:7][C:8]1[S:9][C:10]2[C:16]([N:17]3[CH2:22][CH2:21][O:20][CH2:19][CH2:18]3)=[CH:15][CH:14]=[C:13]([O:23][CH3:24])[C:11]=2[N:12]=1)=[O:6].[CH2:28]([S-:30])[CH3:29].[Na+]. Product: [CH2:28]([S:30][C:2]1[CH:3]=[C:4]([CH:25]=[CH:26][N:27]=1)[C:5]([NH:7][C:8]1[S:9][C:10]2[C:16]([N:17]3[CH2:22][CH2:21][O:20][CH2:19][CH2:18]3)=[CH:15][CH:14]=[C:13]([O:23][CH3:24])[C:11]=2[N:12]=1)=[O:6])[CH3:29]. The catalyst class is: 887. (7) The catalyst class is: 132. Product: [N+:27]([C:30]1[CH:35]=[CH:34][CH:33]=[CH:32][C:31]=1[S:36]([N:8]1[CH2:11][CH2:10][C@H:9]1[C:12]([OH:14])=[O:13])(=[O:38])=[O:37])([O-:29])=[O:28]. Reactant: C(OC([N:8]1[CH2:11][CH2:10][C@H:9]1[C:12]([OH:14])=[O:13])=O)(C)(C)C.S(=O)(=O)(O)O.Cl.C(=O)([O-])[O-].[Na+].[Na+].[N+:27]([C:30]1[CH:35]=[CH:34][CH:33]=[CH:32][C:31]=1[S:36](Cl)(=[O:38])=[O:37])([O-:29])=[O:28]. (8) Reactant: [H-].[Na+].[Br:3][C:4]1[CH:16]=[CH:15][C:14]2[C:13]3[C:8](=[CH:9][C:10]([Br:17])=[CH:11][CH:12]=3)[CH2:7][C:6]=2[CH:5]=1.[C:18](=[S:20])=[S:19].Br[CH2:22][CH2:23][CH2:24][CH2:25][CH2:26][CH3:27]. Product: [Br:3][C:4]1[CH:16]=[CH:15][C:14]2[C:13]3[C:8](=[CH:9][C:10]([Br:17])=[CH:11][CH:12]=3)[C:7](=[C:18]([S:20][CH2:15][CH2:16][CH2:4][CH2:5][CH2:6][CH3:14])[S:19][CH2:22][CH2:23][CH2:24][CH2:25][CH2:26][CH3:27])[C:6]=2[CH:5]=1. The catalyst class is: 16. (9) Reactant: CN(C(ON1N=NC2C=CC=NC1=2)=[N+](C)C)C.F[P-](F)(F)(F)(F)F.[NH2:25][C:26]1[CH:34]=[CH:33][C:29]([C:30]([OH:32])=O)=[CH:28][C:27]=1[O:35][CH3:36].Cl.[CH3:38][O:39][CH:40]1[CH2:43][NH:42][CH2:41]1.CCN(C(C)C)C(C)C. Product: [NH2:25][C:26]1[CH:34]=[CH:33][C:29]([C:30]([N:42]2[CH2:43][CH:40]([O:39][CH3:38])[CH2:41]2)=[O:32])=[CH:28][C:27]=1[O:35][CH3:36]. The catalyst class is: 1.